Dataset: Forward reaction prediction with 1.9M reactions from USPTO patents (1976-2016). Task: Predict the product of the given reaction. (1) The product is: [F:1][C:2]1[C:3]([CH3:17])=[CH:4][C:5]2[N:9]=[CH:8][N:7]([CH:10]3[CH2:11][CH2:12][N:13]([CH2:28][CH:23]4[CH2:22][C:21]5[C:25](=[CH:26][CH:27]=[C:19]([F:18])[CH:20]=5)[CH2:24]4)[CH2:14][CH2:15]3)[C:6]=2[CH:16]=1. Given the reactants [F:1][C:2]1[C:3]([CH3:17])=[CH:4][C:5]2[N:9]=[CH:8][N:7]([CH:10]3[CH2:15][CH2:14][NH:13][CH2:12][CH2:11]3)[C:6]=2[CH:16]=1.[F:18][C:19]1[CH:20]=[C:21]2[C:25](=[CH:26][CH:27]=1)[CH2:24][CH:23]([CH:28]=O)[CH2:22]2.[BH3-]C#N.[Na+], predict the reaction product. (2) Given the reactants C([O-])([O-])=O.[K+].[K+].[NH:7]1[C:15]2[CH:14]=[CH:13][CH:12]=[C:11]([C:16]([O:18][CH3:19])=[O:17])[C:10]=2[CH2:9][CH2:8]1.Br[CH2:21][C:22]1[CH:27]=[C:26]([Cl:28])[CH:25]=[CH:24][C:23]=1[O:29][CH2:30][C:31]1[CH:36]=[CH:35][C:34]([Cl:37])=[CH:33][C:32]=1[F:38].C(Cl)Cl, predict the reaction product. The product is: [Cl:28][C:26]1[CH:25]=[CH:24][C:23]([O:29][CH2:30][C:31]2[CH:36]=[CH:35][C:34]([Cl:37])=[CH:33][C:32]=2[F:38])=[C:22]([CH:27]=1)[CH2:21][N:7]1[C:15]2[CH:14]=[CH:13][CH:12]=[C:11]([C:16]([O:18][CH3:19])=[O:17])[C:10]=2[CH2:9][CH2:8]1. (3) Given the reactants [CH3:1][C:2]1[CH:7]=[CH:6][N:5]=[CH:4][C:3]=1[N:8]1[CH2:12][CH2:11][NH:10][C:9]1=[O:13].Br[C:15]1[CH:20]=[CH:19][C:18]([F:21])=[C:17]([CH3:22])[CH:16]=1.N[C@@H]1CCCC[C@H]1N.P([O-])([O-])([O-])=O.[K+].[K+].[K+], predict the reaction product. The product is: [F:21][C:18]1[CH:19]=[CH:20][C:15]([N:10]2[CH2:11][CH2:12][N:8]([C:3]3[CH:4]=[N:5][CH:6]=[CH:7][C:2]=3[CH3:1])[C:9]2=[O:13])=[CH:16][C:17]=1[CH3:22].